From a dataset of HIV replication inhibition screening data with 41,000+ compounds from the AIDS Antiviral Screen. Binary Classification. Given a drug SMILES string, predict its activity (active/inactive) in a high-throughput screening assay against a specified biological target. (1) The compound is O=S(=O)(O)CCCCBr. The result is 0 (inactive). (2) The result is 0 (inactive). The drug is COC(=O)c1cc(C(=CCC(=O)NC2CCC3(C)C(CCC4C3CCC3(C)C(C(C)CCCC(C)C)CCC43)C2)c2cc(Cl)c(OC)c(C(=O)OC)c2)cc(Cl)c1OC. (3) The molecule is CCOP(=O)(OCC)C1CC(O)CN1OC(=O)C(C)(C)C. The result is 0 (inactive). (4) The compound is CCOC(=O)c1c(CN2CCNCC2)nc2ccc(Cl)cc2c1-c1ccccc1. The result is 0 (inactive). (5) The drug is N#Cc1c(N=Cc2ccccc2)c(C(=O)Nc2ccccc2)n2c1CCCC2. The result is 0 (inactive). (6) The drug is O=NNc1ccc(S(=O)(=O)c2ccc(NN=O)cc2)cc1. The result is 0 (inactive).